From a dataset of Reaction yield outcomes from USPTO patents with 853,638 reactions. Predict the reaction yield, written as a fraction of the theoretical maximum amount of product (1.0 means a 100% yield; for example, 0.34 means a 34% yield). (1) The reactants are C(OC(=O)C)(=O)C.[N+:8]([C:11]1[CH:16]=[CH:15][C:14]([C:17]2[S:18][CH:19]=[CH:20][CH:21]=2)=[CH:13][C:12]=1[NH:22][C:23]([NH:25]CC1CCNCC1)=[O:24])([O-:10])=[O:9].C(N(CC)CC)C. The catalyst is ClCCl.O. The product is [N+:8]([C:11]1[CH:16]=[CH:15][C:14]([C:17]2[S:18][CH:19]=[CH:20][CH:21]=2)=[CH:13][C:12]=1[NH:22][C:23](=[O:24])[NH2:25])([O-:10])=[O:9]. The yield is 0.810. (2) The reactants are [Br:1][C:2]1[CH:3]=[C:4]2[C:9](=[N:10][C:11]=1[CH3:12])[N:8]=[CH:7][C:6]([C:13]([NH:15][CH2:16][C:17]1[CH:22]=[CH:21][C:20]([Cl:23])=[CH:19][CH:18]=1)=[O:14])=[C:5]2[OH:24].[C:25](=O)([O-])[O-].[K+].[K+].CI. The catalyst is CN(C=O)C.O. The product is [Br:1][C:2]1[CH:3]=[C:4]2[C:9](=[N:10][C:11]=1[CH3:12])[N:8]([CH3:25])[CH:7]=[C:6]([C:13]([NH:15][CH2:16][C:17]1[CH:22]=[CH:21][C:20]([Cl:23])=[CH:19][CH:18]=1)=[O:14])[C:5]2=[O:24]. The yield is 0.850. (3) The reactants are [CH2:1]([C:5]1[N:6]=[C:7]([CH:27]2[CH2:29][CH2:28]2)[NH:8][C:9](=[O:26])[C:10]=1[CH2:11][C:12]1[CH:17]=[CH:16][C:15]([C:18]2[C:19]([C:24]#[N:25])=[CH:20][CH:21]=[CH:22][CH:23]=2)=[CH:14][CH:13]=1)[CH2:2][CH2:3][CH3:4].[C:30]1(B(O)O)[CH:35]=[CH:34][CH:33]=[CH:32][CH:31]=1.N1C=CC=CC=1.C(N(CC)CC)C. The catalyst is C(OCC)(=O)C.C([O-])(=O)C.[Cu+2].C([O-])(=O)C.ClCCl. The product is [CH2:1]([C:5]1[N:6]=[C:7]([CH:27]2[CH2:28][CH2:29]2)[N:8]([C:30]2[CH:35]=[CH:34][CH:33]=[CH:32][CH:31]=2)[C:9](=[O:26])[C:10]=1[CH2:11][C:12]1[CH:17]=[CH:16][C:15]([C:18]2[C:19]([C:24]#[N:25])=[CH:20][CH:21]=[CH:22][CH:23]=2)=[CH:14][CH:13]=1)[CH2:2][CH2:3][CH3:4]. The yield is 0.590. (4) The yield is 0.820. The product is [Cl:1][C:2]1[N:3]=[N:4][C:5]([N:19]2[CH2:20][CH2:21][N:16]([C:9]([O:11][C:12]([CH3:15])([CH3:14])[CH3:13])=[O:10])[C@H:17]([CH3:22])[CH2:18]2)=[CH:6][CH:7]=1. The reactants are [Cl:1][C:2]1[N:3]=[N:4][C:5](Cl)=[CH:6][CH:7]=1.[C:9]([N:16]1[CH2:21][CH2:20][NH:19][CH2:18][C@H:17]1[CH3:22])([O:11][C:12]([CH3:15])([CH3:14])[CH3:13])=[O:10].C(N(CC)C(C)C)(C)C. The catalyst is C(OCC)(=O)C. (5) The reactants are C(OC(=O)[NH:7][C:8]1[C:9]([C:13]2[CH:18]=[CH:17][C:16]([O:19][CH2:20][CH2:21][CH2:22][C:23]3[CH:28]=[CH:27][CH:26]=[CH:25][CH:24]=3)=[CH:15][CH:14]=2)=[N:10][O:11][CH:12]=1)(C)(C)C.Cl.C(OCC)(=O)C. The catalyst is O1CCOCC1. The product is [C:23]1([CH2:22][CH2:21][CH2:20][O:19][C:16]2[CH:17]=[CH:18][C:13]([C:9]3[C:8]([NH2:7])=[CH:12][O:11][N:10]=3)=[CH:14][CH:15]=2)[CH:28]=[CH:27][CH:26]=[CH:25][CH:24]=1. The yield is 0.550. (6) The reactants are C[O:2][C:3](=[O:25])[C:4]1[C:5](=[C:10]([NH:14][C:15]2[CH:20]=[CH:19][C:18]([O:21][CH3:22])=[C:17]([O:23][CH3:24])[CH:16]=2)[CH:11]=[CH:12][CH:13]=1)[C:6]([O:8]C)=[O:7].[OH-].[Na+]. The catalyst is C(O)C. The product is [CH3:24][O:23][C:17]1[CH:16]=[C:15]([NH:14][C:10]2[CH:11]=[CH:12][CH:13]=[C:4]([C:3]([OH:25])=[O:2])[C:5]=2[C:6]([OH:8])=[O:7])[CH:20]=[CH:19][C:18]=1[O:21][CH3:22]. The yield is 0.810. (7) The reactants are Cl.[NH2:2][CH2:3][C:4]1[CH:13]=[CH:12][CH:11]=[C:10]2[C:5]=1[C:6](=[O:23])[N:7]([CH:15]1[CH2:20][CH2:19][C:18](=[O:21])[NH:17][C:16]1=[O:22])[C:8]([CH3:14])=[N:9]2.[F:24][C:25]([F:37])([F:36])[O:26][C:27]1[CH:35]=[CH:34][C:30]([C:31](Cl)=[O:32])=[CH:29][CH:28]=1.C(N(CC)C(C)C)(C)C. The catalyst is C(#N)C. The product is [O:22]=[C:16]1[CH:15]([N:7]2[C:6](=[O:23])[C:5]3[C:10](=[CH:11][CH:12]=[CH:13][C:4]=3[CH2:3][NH:2][C:31](=[O:32])[C:30]3[CH:34]=[CH:35][C:27]([O:26][C:25]([F:24])([F:36])[F:37])=[CH:28][CH:29]=3)[N:9]=[C:8]2[CH3:14])[CH2:20][CH2:19][C:18](=[O:21])[NH:17]1. The yield is 0.540. (8) The reactants are O[CH2:2][C@@H:3]([CH3:18])[CH2:4][N:5]1[C:10]2[CH:11]=[C:12]([O:15][CH3:16])[CH:13]=[CH:14][C:9]=2[O:8][CH2:7][C:6]1=[O:17].C1(P(C2C=CC=CC=2)C2C=CC=CC=2)C=CC=CC=1.N1C=CN=C1.[I:43]I. The catalyst is CCCCCCC.CCOC(C)=O. The product is [I:43][CH2:2][C@@H:3]([CH3:18])[CH2:4][N:5]1[C:10]2[CH:11]=[C:12]([O:15][CH3:16])[CH:13]=[CH:14][C:9]=2[O:8][CH2:7][C:6]1=[O:17]. The yield is 0.820.